This data is from NCI-60 drug combinations with 297,098 pairs across 59 cell lines. The task is: Regression. Given two drug SMILES strings and cell line genomic features, predict the synergy score measuring deviation from expected non-interaction effect. (1) Drug 1: C1=CC(=C2C(=C1NCCNCCO)C(=O)C3=C(C=CC(=C3C2=O)O)O)NCCNCCO. Drug 2: C1CN(CCN1C(=O)CCBr)C(=O)CCBr. Cell line: IGROV1. Synergy scores: CSS=53.3, Synergy_ZIP=-5.43, Synergy_Bliss=-5.31, Synergy_Loewe=1.28, Synergy_HSA=3.03. (2) Drug 1: C1=CN(C=N1)CC(O)(P(=O)(O)O)P(=O)(O)O. Drug 2: CN(CCCl)CCCl.Cl. Cell line: HL-60(TB). Synergy scores: CSS=26.6, Synergy_ZIP=7.82, Synergy_Bliss=8.43, Synergy_Loewe=-23.9, Synergy_HSA=-2.10. (3) Drug 1: CC1CCC2CC(C(=CC=CC=CC(CC(C(=O)C(C(C(=CC(C(=O)CC(OC(=O)C3CCCCN3C(=O)C(=O)C1(O2)O)C(C)CC4CCC(C(C4)OC)O)C)C)O)OC)C)C)C)OC. Drug 2: C1CNP(=O)(OC1)N(CCCl)CCCl. Cell line: NCI/ADR-RES. Synergy scores: CSS=1.16, Synergy_ZIP=1.17, Synergy_Bliss=2.10, Synergy_Loewe=-10.2, Synergy_HSA=-2.10.